This data is from Reaction yield outcomes from USPTO patents with 853,638 reactions. The task is: Predict the reaction yield, written as a fraction of the theoretical maximum amount of product (1.0 means a 100% yield; for example, 0.34 means a 34% yield). The reactants are [S:1]1[C:5]2[CH:6]=[CH:7][CH:8]=[CH:9][C:4]=2[N:3]=[C:2]1[C:10]1[C:14]([NH2:15])=[CH:13][NH:12][N:11]=1.Cl[C:17]([C:19]([CH3:26])([CH3:25])[CH2:20][O:21][C:22](=[O:24])[CH3:23])=[O:18].N1C2C=CC=CC=2N=C1C1C(NC(=O)C(C)C)=CNN=1. No catalyst specified. The product is [S:1]1[C:5]2[CH:6]=[CH:7][CH:8]=[CH:9][C:4]=2[N:3]=[C:2]1[C:10]1[C:14]([NH:15][C:17]([C:19]([CH3:26])([CH3:25])[CH2:20][O:21][C:22](=[O:24])[CH3:23])=[O:18])=[CH:13][NH:12][N:11]=1. The yield is 0.510.